This data is from Reaction yield outcomes from USPTO patents with 853,638 reactions. The task is: Predict the reaction yield, written as a fraction of the theoretical maximum amount of product (1.0 means a 100% yield; for example, 0.34 means a 34% yield). (1) The yield is 0.950. The product is [Cl:5][C:6]1[CH:14]=[C:13]([N+:15]([O-:17])=[O:16])[C:12]([N+:1]([O-:3])=[O:2])=[CH:11][C:7]=1[C:8]([OH:10])=[O:9]. The reactants are [N+:1]([O-])([OH:3])=[O:2].[Cl:5][C:6]1[CH:14]=[C:13]([N+:15]([O-:17])=[O:16])[CH:12]=[CH:11][C:7]=1[C:8]([OH:10])=[O:9]. The catalyst is S(=O)(=O)(O)O. (2) The reactants are [CH2:1]([CH:8]1[C:14](=[O:15])[C:13](=[N:16]O)[CH:12]2[CH2:18][CH:9]1[CH2:10][CH2:11]2)[C:2]1[CH:7]=[CH:6][CH:5]=[CH:4][N:3]=1.Cl.[H][H]. The catalyst is [Pd].C(O)C. The product is [CH2:1]([CH:8]1[C:14](=[O:15])[CH:13]([NH2:16])[CH:12]2[CH2:18][CH:9]1[CH2:10][CH2:11]2)[C:2]1[CH:7]=[CH:6][CH:5]=[CH:4][N:3]=1. The yield is 0.860. (3) The reactants are C([NH:5][S:6]([C:9]1[CH:14]=[CH:13][C:12]([O:15][C:16]([F:19])([F:18])[F:17])=[CH:11][C:10]=1[C:20]1[CH:25]=[CH:24][C:23]([CH2:26][N:27]2[CH2:31][CH2:30][N:29]([CH3:32])[C:28]2=[O:33])=[CH:22][N:21]=1)(=[O:8])=[O:7])(C)(C)C.C([O-])(O)=O.[Na+]. The catalyst is C(O)(C(F)(F)F)=O. The product is [CH3:32][N:29]1[CH2:30][CH2:31][N:27]([CH2:26][C:23]2[CH:24]=[CH:25][C:20]([C:10]3[CH:11]=[C:12]([O:15][C:16]([F:19])([F:17])[F:18])[CH:13]=[CH:14][C:9]=3[S:6]([NH2:5])(=[O:8])=[O:7])=[N:21][CH:22]=2)[C:28]1=[O:33]. The yield is 0.600. (4) The reactants are [Br:1][C:2]1[CH:7]=[CH:6][C:5]([CH2:8]Br)=[CH:4][N:3]=1.[C-:10]#[N:11].[Na+]. The catalyst is CCO. The product is [Br:1][C:2]1[N:3]=[CH:4][C:5]([CH2:8][C:10]#[N:11])=[CH:6][CH:7]=1. The yield is 0.630. (5) The reactants are [N+:1]([C:4]1[CH:9]=[CH:8][CH:7]=[CH:6][C:5]=1/[CH:10]=[CH:11]/[C:12]1[CH:17]=[CH:16][CH:15]=[CH:14][N:13]=1)([O-:3])=[O:2].[C:18]1([CH3:29])[CH:23]=[CH:22][C:21]([S:24]([O:27]C)(=[O:26])=[O:25])=[CH:20][CH:19]=1. The catalyst is C(#N)C. The product is [CH3:29][C:18]1[CH:19]=[CH:20][C:21]([S:24]([O-:27])(=[O:26])=[O:25])=[CH:22][CH:23]=1.[CH3:18][N+:13]1[CH:14]=[CH:15][CH:16]=[CH:17][C:12]=1/[CH:11]=[CH:10]/[C:5]1[CH:6]=[CH:7][CH:8]=[CH:9][C:4]=1[N+:1]([O-:3])=[O:2]. The yield is 0.925. (6) The reactants are [C:1]([O:4][CH2:5][C:6]1[CH:23]=[CH:22][C:21]([CH2:24][OH:25])=[CH:20][C:7]=1[C:8]([O:10][CH2:11][C:12]1[CH:17]=[CH:16][C:15]([O:18][CH3:19])=[CH:14][CH:13]=1)=[O:9])(=[O:3])[CH3:2].N1C=NN=N1.[CH2:31]([O:34][P:35]([O:43][CH2:44][CH:45]=[CH2:46])N(C(C)C)C(C)C)[CH:32]=[CH2:33].C([O:51]O)(C)(C)C.C(=O)([O-])O.[Na+].S([O-])([O-])(=O)=S.[Na+].[Na+]. The catalyst is ClCCl.CO.CCCCCC.C(OCC)(=O)C. The product is [C:1]([O:4][CH2:5][C:6]1[CH:23]=[CH:22][C:21]([CH2:24][O:25][P:35]([O:34][CH2:31][CH:32]=[CH2:33])([O:43][CH2:44][CH:45]=[CH2:46])=[O:51])=[CH:20][C:7]=1[C:8]([O:10][CH2:11][C:12]1[CH:17]=[CH:16][C:15]([O:18][CH3:19])=[CH:14][CH:13]=1)=[O:9])(=[O:3])[CH3:2]. The yield is 0.850. (7) The reactants are O[Li].O.C[O:5][C:6]([CH:8]1[CH2:13][N:12]([C:14](=[O:30])[CH2:15][NH:16][C:17]([C:19]2[CH:23]=[C:22]([C:24]3[CH:29]=[CH:28][CH:27]=[CH:26][CH:25]=3)[NH:21][N:20]=2)=[O:18])[CH2:11][CH2:10][N:9]1[C:31](=[O:43])[C:32]1[CH:37]=[C:36]([F:38])[CH:35]=[CH:34][C:33]=1[C:39]([F:42])([F:41])[F:40])=[O:7].O.Cl. The catalyst is C1COCC1.O.CO. The product is [F:38][C:36]1[CH:35]=[CH:34][C:33]([C:39]([F:42])([F:40])[F:41])=[C:32]([CH:37]=1)[C:31]([N:9]1[CH2:10][CH2:11][N:12]([C:14](=[O:30])[CH2:15][NH:16][C:17]([C:19]2[CH:23]=[C:22]([C:24]3[CH:29]=[CH:28][CH:27]=[CH:26][CH:25]=3)[NH:21][N:20]=2)=[O:18])[CH2:13][CH:8]1[C:6]([OH:7])=[O:5])=[O:43]. The yield is 0.153. (8) The reactants are [CH3:1][O:2][C:3]1[CH:12]=[CH:11][CH:10]=[C:9]2[C:4]=1[CH2:5][C@@H:6]([NH2:13])[CH2:7][O:8]2.Br[CH2:15][CH2:16][CH2:17][C:18]1[C:26]2[C:21](=[CH:22][CH:23]=[C:24]([F:27])[CH:25]=2)[NH:20][CH:19]=1.C(N(CC)CC)C.CCCCCC.CCOC(C)=O.CO. The catalyst is CS(C)=O. The product is [F:27][C:24]1[CH:25]=[C:26]2[C:21](=[CH:22][CH:23]=1)[NH:20][CH:19]=[C:18]2[CH2:17][CH2:16][CH2:15][NH:13][C@@H:6]1[CH2:5][C:4]2[C:9](=[CH:10][CH:11]=[CH:12][C:3]=2[O:2][CH3:1])[O:8][CH2:7]1. The yield is 0.710. (9) The reactants are [CH:1]1([C:7]2[N:12]=[CH:11][C:10]([C:13]([OH:15])=O)=[CH:9][N:8]=2)[CH2:6][CH2:5][CH2:4][CH2:3][CH2:2]1.O[N:17]1[C:21]2[CH:22]=[CH:23][CH:24]=[CH:25][C:20]=2N=N1.C1CCC(N=C=NC2CCCCC2)CC1.NC1C=CC=CC=1.C(O)C(N)(CO)CO. The catalyst is CN(C=O)C. The product is [C:21]1([NH:17][C:13]([C:10]2[CH:11]=[N:12][C:7]([CH:1]3[CH2:2][CH2:3][CH2:4][CH2:5][CH2:6]3)=[N:8][CH:9]=2)=[O:15])[CH:22]=[CH:23][CH:24]=[CH:25][CH:20]=1. The yield is 0.510. (10) The reactants are [F:1][C:2]1[CH:7]=[CH:6][CH:5]=[C:4](F)[C:3]=1[N+:9]([O-:11])=[O:10].[NH3:12].CO. The catalyst is O. The product is [F:1][C:2]1[C:3]([N+:9]([O-:11])=[O:10])=[C:4]([CH:5]=[CH:6][CH:7]=1)[NH2:12]. The yield is 0.510.